This data is from Reaction yield outcomes from USPTO patents with 853,638 reactions. The task is: Predict the reaction yield, written as a fraction of the theoretical maximum amount of product (1.0 means a 100% yield; for example, 0.34 means a 34% yield). The reactants are [C:1]1([OH:7])[CH:6]=[CH:5][CH:4]=[CH:3][CH:2]=1.[H-].[Na+].[NH2:10][C:11]1[C:16](Br)=[N:15][C:14]([C:18]2[CH:23]=[CH:22][CH:21]=[CH:20][CH:19]=2)=[CH:13][N:12]=1. The catalyst is CN(C=O)C. The product is [NH2:10][C:11]1[C:16]([O:7][C:1]2[CH:6]=[CH:5][CH:4]=[CH:3][CH:2]=2)=[N:15][C:14]([C:18]2[CH:23]=[CH:22][CH:21]=[CH:20][CH:19]=2)=[CH:13][N:12]=1. The yield is 0.620.